Dataset: CYP2D6 inhibition data for predicting drug metabolism from PubChem BioAssay. Task: Regression/Classification. Given a drug SMILES string, predict its absorption, distribution, metabolism, or excretion properties. Task type varies by dataset: regression for continuous measurements (e.g., permeability, clearance, half-life) or binary classification for categorical outcomes (e.g., BBB penetration, CYP inhibition). Dataset: cyp2d6_veith. The drug is CS(=O)(=O)Nc1cccc(-c2cncnc2-n2ccnc2)c1. The result is 0 (non-inhibitor).